This data is from Reaction yield outcomes from USPTO patents with 853,638 reactions. The task is: Predict the reaction yield, written as a fraction of the theoretical maximum amount of product (1.0 means a 100% yield; for example, 0.34 means a 34% yield). The reactants are F[C:2]1[CH:10]=[CH:9][C:8]([S:11]([CH3:14])(=[O:13])=[O:12])=[CH:7][C:3]=1[C:4]([OH:6])=[O:5].[F:15][C:16]([F:22])([F:21])[C:17]([CH3:20])([OH:19])[CH3:18].C(=O)([O-])[O-].[Cs+].[Cs+].C(O)=O. The catalyst is CN(C)C(=O)C. The product is [CH3:14][S:11]([C:8]1[CH:9]=[CH:10][C:2]([O:19][C:17]([CH3:20])([CH3:18])[C:16]([F:22])([F:21])[F:15])=[C:3]([CH:7]=1)[C:4]([OH:6])=[O:5])(=[O:13])=[O:12]. The yield is 0.990.